From a dataset of NCI-60 drug combinations with 297,098 pairs across 59 cell lines. Regression. Given two drug SMILES strings and cell line genomic features, predict the synergy score measuring deviation from expected non-interaction effect. (1) Drug 1: CCC1=CC2CC(C3=C(CN(C2)C1)C4=CC=CC=C4N3)(C5=C(C=C6C(=C5)C78CCN9C7C(C=CC9)(C(C(C8N6C)(C(=O)OC)O)OC(=O)C)CC)OC)C(=O)OC.C(C(C(=O)O)O)(C(=O)O)O. Drug 2: CC1=C(C=C(C=C1)C(=O)NC2=CC(=CC(=C2)C(F)(F)F)N3C=C(N=C3)C)NC4=NC=CC(=N4)C5=CN=CC=C5. Cell line: RPMI-8226. Synergy scores: CSS=59.1, Synergy_ZIP=11.3, Synergy_Bliss=13.3, Synergy_Loewe=-17.7, Synergy_HSA=9.62. (2) Drug 1: C1CC(C1)(C(=O)O)C(=O)O.[NH2-].[NH2-].[Pt+2]. Drug 2: CCC1=C2N=C(C=C(N2N=C1)NCC3=C[N+](=CC=C3)[O-])N4CCCCC4CCO. Cell line: NCI-H460. Synergy scores: CSS=69.9, Synergy_ZIP=0.599, Synergy_Bliss=-0.661, Synergy_Loewe=-4.01, Synergy_HSA=1.23. (3) Drug 1: C1=CC(=CC=C1CCC2=CNC3=C2C(=O)NC(=N3)N)C(=O)NC(CCC(=O)O)C(=O)O. Drug 2: C1C(C(OC1N2C=NC(=NC2=O)N)CO)O. Cell line: SF-539. Synergy scores: CSS=42.2, Synergy_ZIP=-0.386, Synergy_Bliss=0.321, Synergy_Loewe=-6.51, Synergy_HSA=1.37. (4) Drug 1: C1CC(=O)NC(=O)C1N2CC3=C(C2=O)C=CC=C3N. Drug 2: COC1=NC(=NC2=C1N=CN2C3C(C(C(O3)CO)O)O)N. Cell line: UO-31. Synergy scores: CSS=-0.836, Synergy_ZIP=-0.218, Synergy_Bliss=-1.94, Synergy_Loewe=-2.88, Synergy_HSA=-3.25. (5) Drug 1: C1=CC(=CC=C1CC(C(=O)O)N)N(CCCl)CCCl.Cl. Drug 2: CC1=C(C(=O)C2=C(C1=O)N3CC4C(C3(C2COC(=O)N)OC)N4)N. Cell line: HOP-62. Synergy scores: CSS=58.0, Synergy_ZIP=-0.207, Synergy_Bliss=-0.0514, Synergy_Loewe=-19.4, Synergy_HSA=0.800. (6) Drug 1: CC12CCC(CC1=CCC3C2CCC4(C3CC=C4C5=CN=CC=C5)C)O. Drug 2: B(C(CC(C)C)NC(=O)C(CC1=CC=CC=C1)NC(=O)C2=NC=CN=C2)(O)O. Cell line: K-562. Synergy scores: CSS=10.5, Synergy_ZIP=-1.31, Synergy_Bliss=-0.858, Synergy_Loewe=-1.07, Synergy_HSA=-2.35. (7) Drug 1: COC1=CC(=CC(=C1O)OC)C2C3C(COC3=O)C(C4=CC5=C(C=C24)OCO5)OC6C(C(C7C(O6)COC(O7)C8=CC=CS8)O)O. Drug 2: CCC1(CC2CC(C3=C(CCN(C2)C1)C4=CC=CC=C4N3)(C5=C(C=C6C(=C5)C78CCN9C7C(C=CC9)(C(C(C8N6C=O)(C(=O)OC)O)OC(=O)C)CC)OC)C(=O)OC)O.OS(=O)(=O)O. Cell line: ACHN. Synergy scores: CSS=14.6, Synergy_ZIP=1.67, Synergy_Bliss=1.22, Synergy_Loewe=0.738, Synergy_HSA=0.565.